This data is from Reaction yield outcomes from USPTO patents with 853,638 reactions. The task is: Predict the reaction yield, written as a fraction of the theoretical maximum amount of product (1.0 means a 100% yield; for example, 0.34 means a 34% yield). The reactants are [Cl:1][C:2]1[CH:3]=[C:4]([CH:9]=[CH:10][C:11]=1[N:12]1[C:17]([CH3:18])=[CH:16][C:15]([O:19][CH2:20][C:21]2[CH:26]=[CH:25][C:24]([F:27])=[CH:23][C:22]=2[F:28])=[CH:14][C:13]1=[O:29])[C:5]([O:7][CH3:8])=[O:6].[Br:30]N1C(=O)CCC1=O. The catalyst is C(Cl)Cl. The product is [Br:30][C:14]1[C:13](=[O:29])[N:12]([C:11]2[CH:10]=[CH:9][C:4]([C:5]([O:7][CH3:8])=[O:6])=[CH:3][C:2]=2[Cl:1])[C:17]([CH3:18])=[CH:16][C:15]=1[O:19][CH2:20][C:21]1[CH:26]=[CH:25][C:24]([F:27])=[CH:23][C:22]=1[F:28]. The yield is 0.240.